This data is from Full USPTO retrosynthesis dataset with 1.9M reactions from patents (1976-2016). The task is: Predict the reactants needed to synthesize the given product. (1) Given the product [F:11][C:10]1[CH:9]=[CH:8][CH:7]=[C:3]2[C:2]=1[N:1]=[C:28]([CH:25]1[CH2:26][CH2:27][N:22]([CH3:20])[CH2:23][CH2:24]1)[NH:6][C:4]2=[O:5], predict the reactants needed to synthesize it. The reactants are: [NH2:1][C:2]1[C:10]([F:11])=[CH:9][CH:8]=[CH:7][C:3]=1[C:4]([NH2:6])=[O:5].C(O[C:20]([N:22]1[CH2:27][CH2:26][CH:25]([C:28](Cl)=O)[CH2:24][CH2:23]1)=O)C1C=CC=CC=1. (2) Given the product [CH2:1]([O:8][C:21]1[CH:20]=[C:19]2[C:14]([C:15](=[O:23])[N:16]=[CH:17][NH:18]2)=[CH:13][C:12]=1[F:11])[C:2]1[CH:7]=[CH:6][CH:5]=[CH:4][CH:3]=1, predict the reactants needed to synthesize it. The reactants are: [CH2:1]([OH:8])[C:2]1[CH:7]=[CH:6][CH:5]=[CH:4][CH:3]=1.[H-].[Na+].[F:11][C:12]1[CH:13]=[C:14]2[C:19](=[CH:20][C:21]=1F)[NH:18][CH:17]=[N:16][C:15]2=[O:23].O. (3) Given the product [CH2:1]([O:8][C:9]1[CH:14]=[CH:13][C:12]([Br:15])=[CH:11][C:10]=1[CH2:16][NH:27][C:76](=[O:77])[O:78][C:79]([CH3:82])([CH3:81])[CH3:80])[C:2]1[CH:3]=[CH:4][CH:5]=[CH:6][CH:7]=1, predict the reactants needed to synthesize it. The reactants are: [CH2:1]([O:8][C:9]1[CH:14]=[CH:13][C:12]([Br:15])=[CH:11][C:10]=1[CH2:16]O)[C:2]1[CH:7]=[CH:6][CH:5]=[CH:4][CH:3]=1.C1C=CC(OP(OC2C=CC=CC=2)([N:27]=[N+]=[N-])=O)=CC=1.C1(C2CCCCCCCCC=2)CCCCCCCNN=1.C1(P(C2C=CC=CC=2)C2C=CC=CC=2)C=CC=CC=1.[C:76](OC([O-])=O)([O:78][C:79]([CH3:82])([CH3:81])[CH3:80])=[O:77].OO. (4) Given the product [CH3:20][O:19][C:15]1[CH:14]=[C:13]([NH:12][C:10](=[O:11])[C:9]2[CH:21]=[CH:22][C:6]([NH:4][CH2:1][CH2:2][CH3:3])=[C:7]([N+:23]([O-:25])=[O:24])[CH:8]=2)[CH:18]=[CH:17][CH:16]=1, predict the reactants needed to synthesize it. The reactants are: [CH2:1]([NH2:4])[CH2:2][CH3:3].F[C:6]1[CH:22]=[CH:21][C:9]([C:10]([NH:12][C:13]2[CH:18]=[CH:17][CH:16]=[C:15]([O:19][CH3:20])[CH:14]=2)=[O:11])=[CH:8][C:7]=1[N+:23]([O-:25])=[O:24]. (5) Given the product [ClH:14].[NH2:1][C:4]1[CH:5]=[C:6]([C:9]([O:11][CH3:12])=[O:10])[N:7]([CH3:13])[CH:8]=1, predict the reactants needed to synthesize it. The reactants are: [N+:1]([C:4]1[CH:5]=[C:6]([C:9]([O:11][CH3:12])=[O:10])[NH:7][CH:8]=1)([O-])=O.[CH2:13](Cl)[Cl:14].CO. (6) Given the product [CH:25]1([N:16]2[CH2:17][C:18]([CH3:24])([CH3:23])[C:19](=[O:22])[N:20]([CH3:21])[C:14]3[CH:13]=[N:12][C:11]([NH:10][C@H:8]([C:5]4[CH:6]=[CH:7][C:2]([N:35]5[CH2:36][CH2:37][N:32]([CH3:31])[CH2:33][CH2:34]5)=[CH:3][CH:4]=4)[CH3:9])=[N:30][C:15]2=3)[CH2:29][CH2:28][CH2:27][CH2:26]1, predict the reactants needed to synthesize it. The reactants are: Br[C:2]1[CH:7]=[CH:6][C:5]([C@@H:8]([NH:10][C:11]2[N:12]=[CH:13][C:14]3[N:20]([CH3:21])[C:19](=[O:22])[C:18]([CH3:24])([CH3:23])[CH2:17][N:16]([CH:25]4[CH2:29][CH2:28][CH2:27][CH2:26]4)[C:15]=3[N:30]=2)[CH3:9])=[CH:4][CH:3]=1.[CH3:31][N:32]1[CH2:37][CH2:36][NH:35][CH2:34][CH2:33]1.C(P(C(C)(C)C)C1C=CC=CC=1C1C=CC=CC=1)(C)(C)C.[O-]P([O-])([O-])=O.[K+].[K+].[K+]. (7) Given the product [ClH:1].[Cl:1][C:2]1[CH:7]=[C:6]([CH2:8][O:9][C:10]2[CH:19]=[C:18]3[C:13]([C:14]([NH:40][C:39]4[CH:41]=[C:42]([OH:46])[C:43]([CH3:45])=[CH:44][C:38]=4[F:37])=[N:15][CH:16]=[N:17]3)=[CH:12][C:11]=2[O:21][CH3:22])[CH:5]=[CH:4][N:3]=1, predict the reactants needed to synthesize it. The reactants are: [Cl:1][C:2]1[CH:7]=[C:6]([CH2:8][O:9][C:10]2[CH:19]=[C:18]3[C:13]([C:14](=O)[NH:15][CH:16]=[N:17]3)=[CH:12][C:11]=2[O:21][CH3:22])[CH:5]=[CH:4][N:3]=1.P(Cl)(Cl)(Cl)=O.CN(C)C1C=CC=CC=1.[F:37][C:38]1[CH:44]=[C:43]([CH3:45])[C:42]([OH:46])=[CH:41][C:39]=1[NH2:40]. (8) The reactants are: C1C2NC3C(=CC=CC=3)C=2C=CC=1.[F:14][CH2:15][CH2:16][CH2:17][C:18]1[CH:23]=[CH:22][C:21]([C:24]2[C:29]([N+:30]([O-])=O)=[CH:28][C:27]([CH3:33])=[CH:26][N:25]=2)=[CH:20][CH:19]=1. Given the product [F:14][CH2:15][CH2:16][CH2:17][C:18]1[CH:23]=[CH:22][C:21]2[C:24]3[N:25]=[CH:26][C:27]([CH3:33])=[CH:28][C:29]=3[NH:30][C:20]=2[CH:19]=1, predict the reactants needed to synthesize it.